From a dataset of Catalyst prediction with 721,799 reactions and 888 catalyst types from USPTO. Predict which catalyst facilitates the given reaction. (1) Reactant: [CH3:1][C:2]1[CH:3]=[C:4]2[C:8](=[CH:9][C:10]=1[CH3:11])[C:7](=[O:12])[N:6]([C:13]1[CH:18]=[CH:17][C:16]([F:19])=[CH:15][CH:14]=1)[C:5]2=[O:20].[BH4-].[Na+].O. Product: [CH3:11][C:10]1[CH:9]=[C:8]2[C:4](=[CH:3][C:2]=1[CH3:1])[C:5](=[O:20])[N:6]([C:13]1[CH:18]=[CH:17][C:16]([F:19])=[CH:15][CH:14]=1)[CH:7]2[OH:12]. The catalyst class is: 111. (2) Reactant: [CH3:1][C:2]([CH3:32])([CH3:31])/[CH:3]=[CH:4]/[C@H:5]1[O:10]C(C)(C)[O:8][C@@H:7]([C@@H:13]([O:28][CH3:29])[C:14]([NH:16][CH:17]2[CH2:20][N:19]([C:21]3[CH:26]=[CH:25][CH:24]=[CH:23][CH:22]=3)[C:18]2=[O:27])=[O:15])[C@H:6]1[OH:30].Cl. Product: [O:27]=[C:18]1[CH:17]([NH:16][C:14](=[O:15])[C@H:13]([O:28][CH3:29])[C@H:7]([OH:8])[C@@H:6]([OH:30])[C@H:5]([OH:10])/[CH:4]=[CH:3]/[C:2]([CH3:32])([CH3:31])[CH3:1])[CH2:20][N:19]1[C:21]1[CH:26]=[CH:25][CH:24]=[CH:23][CH:22]=1. The catalyst class is: 1. (3) Reactant: [Cl:1][C:2]1[CH:10]=[C:9]2[C:5](/[C:6](=[CH:12]/[C:13]3[CH:18]=[C:17]([Cl:19])[CH:16]=[CH:15][C:14]=3[O:20][CH2:21][C:22]3([CH3:26])[CH2:25][O:24][CH2:23]3)/[C:7](=[O:11])[NH:8]2)=[CH:4][CH:3]=1.[C:27]([O:31][C:32](O[C:32]([O:31][C:27]([CH3:30])([CH3:29])[CH3:28])=[O:33])=[O:33])([CH3:30])([CH3:29])[CH3:28]. Product: [C:27]([O:31][C:32]([N:8]1[C:9]2[C:5](=[CH:4][CH:3]=[C:2]([Cl:1])[CH:10]=2)/[C:6](=[CH:12]/[C:13]2[CH:18]=[C:17]([Cl:19])[CH:16]=[CH:15][C:14]=2[O:20][CH2:21][C:22]2([CH3:26])[CH2:23][O:24][CH2:25]2)/[C:7]1=[O:11])=[O:33])([CH3:30])([CH3:29])[CH3:28]. The catalyst class is: 172. (4) Reactant: [F:1][C:2]([F:28])([F:27])[C:3]1[CH:8]=[CH:7][C:6]([S:9]([O:12][C:13]2[CH:18]=[CH:17][CH:16]=[CH:15][C:14]=2[CH:19]2[CH2:21][CH:20]2[C:22](OCC)=[O:23])(=[O:11])=[O:10])=[CH:5][CH:4]=1. Product: [F:27][C:2]([F:1])([F:28])[C:3]1[CH:8]=[CH:7][C:6]([S:9]([O:12][C:13]2[CH:18]=[CH:17][CH:16]=[CH:15][C:14]=2[CH:19]2[CH2:21][CH:20]2[CH2:22][OH:23])(=[O:10])=[O:11])=[CH:5][CH:4]=1. The catalyst class is: 1.